Dataset: Forward reaction prediction with 1.9M reactions from USPTO patents (1976-2016). Task: Predict the product of the given reaction. (1) Given the reactants [CH:1]1([C:4]2[CH:5]=[N:6][CH:7]=[CH:8][C:9]=2[O:10][CH2:11][C:12]([F:15])([F:14])[F:13])[CH2:3][CH2:2]1.C1C=C(Cl)C=C(C(OO)=[O:24])C=1, predict the reaction product. The product is: [CH:1]1([C:4]2[CH:5]=[N+:6]([O-:24])[CH:7]=[CH:8][C:9]=2[O:10][CH2:11][C:12]([F:15])([F:13])[F:14])[CH2:3][CH2:2]1. (2) Given the reactants [F:1][C:2]1[CH:3]=[C:4]([N+:9]([O-:11])=[O:10])[CH:5]=[CH:6][C:7]=1F.C([O-])([O-])=O.[K+].[K+].[CH2:18]([NH:22][CH2:23][CH2:24][CH2:25][CH3:26])[CH2:19][CH2:20][CH3:21], predict the reaction product. The product is: [CH2:18]([N:22]([CH2:23][CH2:24][CH2:25][CH3:26])[C:7]1[CH:6]=[CH:5][C:4]([N+:9]([O-:11])=[O:10])=[CH:3][C:2]=1[F:1])[CH2:19][CH2:20][CH3:21].